From a dataset of NCI-60 drug combinations with 297,098 pairs across 59 cell lines. Regression. Given two drug SMILES strings and cell line genomic features, predict the synergy score measuring deviation from expected non-interaction effect. (1) Drug 1: CC(C1=C(C=CC(=C1Cl)F)Cl)OC2=C(N=CC(=C2)C3=CN(N=C3)C4CCNCC4)N. Drug 2: C1=CN(C=N1)CC(O)(P(=O)(O)O)P(=O)(O)O. Cell line: SK-MEL-2. Synergy scores: CSS=7.36, Synergy_ZIP=1.82, Synergy_Bliss=6.14, Synergy_Loewe=-0.639, Synergy_HSA=2.87. (2) Drug 1: C1=C(C(=O)NC(=O)N1)N(CCCl)CCCl. Drug 2: CC1=CC=C(C=C1)C2=CC(=NN2C3=CC=C(C=C3)S(=O)(=O)N)C(F)(F)F. Cell line: T-47D. Synergy scores: CSS=12.6, Synergy_ZIP=-8.71, Synergy_Bliss=-3.56, Synergy_Loewe=-3.16, Synergy_HSA=-2.30. (3) Drug 1: CC1=C(C=C(C=C1)NC2=NC=CC(=N2)N(C)C3=CC4=NN(C(=C4C=C3)C)C)S(=O)(=O)N.Cl. Drug 2: C1CN(CCN1C(=O)CCBr)C(=O)CCBr. Cell line: PC-3. Synergy scores: CSS=12.8, Synergy_ZIP=-5.73, Synergy_Bliss=3.40, Synergy_Loewe=-2.19, Synergy_HSA=4.14. (4) Drug 1: CC1=C(C=C(C=C1)C(=O)NC2=CC(=CC(=C2)C(F)(F)F)N3C=C(N=C3)C)NC4=NC=CC(=N4)C5=CN=CC=C5. Drug 2: N.N.Cl[Pt+2]Cl. Cell line: RPMI-8226. Synergy scores: CSS=45.4, Synergy_ZIP=4.81, Synergy_Bliss=-1.09, Synergy_Loewe=-1.74, Synergy_HSA=0.301. (5) Drug 1: CCC1(C2=C(COC1=O)C(=O)N3CC4=CC5=C(C=CC(=C5CN(C)C)O)N=C4C3=C2)O.Cl. Drug 2: C1C(C(OC1N2C=NC(=NC2=O)N)CO)O. Cell line: IGROV1. Synergy scores: CSS=19.7, Synergy_ZIP=-3.24, Synergy_Bliss=-4.56, Synergy_Loewe=-14.7, Synergy_HSA=-2.19. (6) Drug 1: C1CC(=O)NC(=O)C1N2CC3=C(C2=O)C=CC=C3N. Drug 2: C1=CC(=CC=C1CC(C(=O)O)N)N(CCCl)CCCl.Cl. Cell line: SF-539. Synergy scores: CSS=19.3, Synergy_ZIP=-6.52, Synergy_Bliss=4.63, Synergy_Loewe=3.69, Synergy_HSA=3.74. (7) Drug 1: CN(C)C1=NC(=NC(=N1)N(C)C)N(C)C. Drug 2: C1=CC=C(C(=C1)C(C2=CC=C(C=C2)Cl)C(Cl)Cl)Cl. Cell line: CCRF-CEM. Synergy scores: CSS=3.77, Synergy_ZIP=3.91, Synergy_Bliss=4.76, Synergy_Loewe=3.39, Synergy_HSA=1.94. (8) Drug 1: C1CCC(CC1)NC(=O)N(CCCl)N=O. Drug 2: CCC1(C2=C(COC1=O)C(=O)N3CC4=CC5=C(C=CC(=C5CN(C)C)O)N=C4C3=C2)O.Cl. Cell line: 786-0. Synergy scores: CSS=39.5, Synergy_ZIP=-4.14, Synergy_Bliss=-2.24, Synergy_Loewe=-4.82, Synergy_HSA=0.916. (9) Drug 1: C1=CC(=CC=C1CC(C(=O)O)N)N(CCCl)CCCl.Cl. Drug 2: CC1=C(C(=CC=C1)Cl)NC(=O)C2=CN=C(S2)NC3=CC(=NC(=N3)C)N4CCN(CC4)CCO. Cell line: BT-549. Synergy scores: CSS=28.6, Synergy_ZIP=-5.27, Synergy_Bliss=4.09, Synergy_Loewe=-13.0, Synergy_HSA=1.88. (10) Drug 1: C1=CC(=C2C(=C1NCCNCCO)C(=O)C3=C(C=CC(=C3C2=O)O)O)NCCNCCO. Drug 2: C1=NC2=C(N=C(N=C2N1C3C(C(C(O3)CO)O)F)Cl)N. Cell line: SK-MEL-5. Synergy scores: CSS=37.1, Synergy_ZIP=-8.66, Synergy_Bliss=-1.57, Synergy_Loewe=-9.10, Synergy_HSA=1.34.